Dataset: CYP3A4 inhibition data for predicting drug metabolism from PubChem BioAssay. Task: Regression/Classification. Given a drug SMILES string, predict its absorption, distribution, metabolism, or excretion properties. Task type varies by dataset: regression for continuous measurements (e.g., permeability, clearance, half-life) or binary classification for categorical outcomes (e.g., BBB penetration, CYP inhibition). Dataset: cyp3a4_veith. (1) The drug is CNCCc1ccccn1.CS(=O)(=O)O. The result is 0 (non-inhibitor). (2) The molecule is COc1cccc([C@H]2Oc3ccc(OC)cc3/C(=N\OC[C@@H](O)[C@@H]3O[C@@H]4OC(C)(C)O[C@@H]4[C@H]3O)[C@@H]2O)c1. The result is 1 (inhibitor). (3) The compound is COC(=O)c1[nH]c2cccc(OC)c2c1NC(=O)CN(C)CC1OCCO1. The result is 0 (non-inhibitor). (4) The molecule is COC(=O)[C@@]1(Cc2ccc(F)cc2)[C@H]2c3cc(C(=O)N4CCCC4)n(CCc4ccc(OC)c(Br)c4)c3C[C@H]2CN1C(=O)c1ccccc1. The result is 1 (inhibitor). (5) The result is 0 (non-inhibitor). The drug is O=C(O)CCSCc1ccccc1. (6) The molecule is CCOC(=O)c1ccc(NC(=O)C2CCCO2)cc1. The result is 0 (non-inhibitor).